This data is from Full USPTO retrosynthesis dataset with 1.9M reactions from patents (1976-2016). The task is: Predict the reactants needed to synthesize the given product. (1) The reactants are: [CH3:1][N:2]1[C:6]2[CH:7]=[CH:8][C:9]([C:11]#[N:12])=[CH:10][C:5]=2[NH:4][C:3]1=[O:13].[ClH:14]. Given the product [ClH:14].[NH2:12][CH2:11][C:9]1[CH:8]=[CH:7][C:6]2[N:2]([CH3:1])[C:3](=[O:13])[NH:4][C:5]=2[CH:10]=1, predict the reactants needed to synthesize it. (2) Given the product [C:1]([O:5][C:6]([NH:8][C:9]1[CH:10]=[C:11]([C:24]2[N:29]([CH2:30][C:31]([OH:33])=[O:32])[C:28](=[O:35])[C:27]([NH:36][CH:37]([CH3:39])[CH3:38])=[N:26][CH:25]=2)[CH:12]=[C:13]([NH:15][CH2:16][CH2:17][C:18]2[CH:23]=[CH:22][CH:21]=[CH:20][CH:19]=2)[CH:14]=1)=[O:7])([CH3:3])([CH3:4])[CH3:2], predict the reactants needed to synthesize it. The reactants are: [C:1]([O:5][C:6]([NH:8][C:9]1[CH:10]=[C:11]([C:24]2[N:29]([CH2:30][C:31]([O:33]C)=[O:32])[C:28](=[O:35])[C:27]([NH:36][CH:37]([CH3:39])[CH3:38])=[N:26][CH:25]=2)[CH:12]=[C:13]([NH:15][CH2:16][CH2:17][C:18]2[CH:23]=[CH:22][CH:21]=[CH:20][CH:19]=2)[CH:14]=1)=[O:7])([CH3:4])([CH3:3])[CH3:2].[OH-].[Na+]. (3) The reactants are: Cl.[CH3:2][O:3][C:4]1[C:8]2[C:9](=[O:26])[N:10]([CH2:17][C:18](=[O:25])[C:19]3[CH:24]=[CH:23][CH:22]=[CH:21][CH:20]=3)[C:11]3[CH:12]=[CH:13][CH:14]=[CH:15][C:16]=3[C:7]=2[N:6]([CH3:27])[C:5]=1[C:28]([NH:30][CH2:31][CH:32]1[CH2:37][CH2:36][NH:35][CH2:34][CH2:33]1)=[O:29].C(N(CC)CC)C.[C:45]([O:48][CH2:49][C:50](Cl)=[O:51])(=[O:47])[CH3:46]. Given the product [C:45]([O:48][CH2:49][C:50]([N:35]1[CH2:34][CH2:33][CH:32]([CH2:31][NH:30][C:28]([C:5]2[N:6]([CH3:27])[C:7]3[C:16]4[CH:15]=[CH:14][CH:13]=[CH:12][C:11]=4[N:10]([CH2:17][C:18](=[O:25])[C:19]4[CH:24]=[CH:23][CH:22]=[CH:21][CH:20]=4)[C:9](=[O:26])[C:8]=3[C:4]=2[O:3][CH3:2])=[O:29])[CH2:37][CH2:36]1)=[O:51])(=[O:47])[CH3:46], predict the reactants needed to synthesize it. (4) Given the product [CH3:29][O:28][CH2:27][CH2:26][O:25][CH2:24][CH2:23][O:22][C:19]1[CH:20]=[CH:21][C:16]([S:15]([C:12]2[CH:13]=[CH:14][C:9]([O:8][CH2:7][CH2:6][O:5][CH2:4][CH2:3][O:2][CH3:1])=[CH:10][CH:11]=2)=[O:30])=[CH:17][CH:18]=1, predict the reactants needed to synthesize it. The reactants are: [CH3:1][O:2][CH2:3][CH2:4][O:5][CH2:6][CH2:7][O:8][C:9]1[CH:14]=[CH:13][C:12]([S:15][C:16]2[CH:21]=[CH:20][C:19]([O:22][CH2:23][CH2:24][O:25][CH2:26][CH2:27][O:28][CH3:29])=[CH:18][CH:17]=2)=[CH:11][CH:10]=1.[OH:30]O.O.C1(C)C=CC=CC=1.